From a dataset of Catalyst prediction with 721,799 reactions and 888 catalyst types from USPTO. Predict which catalyst facilitates the given reaction. (1) Reactant: Br[C:2]1[CH:3]=[C:4]([CH:7]=[CH:8][C:9]=1[O:10][CH2:11][CH:12]1[CH2:14][CH2:13]1)[CH:5]=[O:6].[CH3:15][O:16][C:17]1[CH:22]=[CH:21][C:20](B(O)O)=[CH:19][CH:18]=1.C(=O)([O-])[O-].[K+].[K+]. Product: [CH:12]1([CH2:11][O:10][C:9]2[CH:8]=[CH:7][C:4]([CH:5]=[O:6])=[CH:3][C:2]=2[C:20]2[CH:21]=[CH:22][C:17]([O:16][CH3:15])=[CH:18][CH:19]=2)[CH2:14][CH2:13]1. The catalyst class is: 335. (2) Reactant: [F:1][C:2]1[CH:3]=[C:4]2[C:8](=[CH:9][CH:10]=1)[C:7](=[O:11])[CH2:6][CH2:5]2.[BH4-].[Na+]. Product: [F:1][C:2]1[CH:3]=[C:4]2[C:8](=[CH:9][CH:10]=1)[CH:7]([OH:11])[CH2:6][CH2:5]2. The catalyst class is: 5. (3) Reactant: C[O:2][C:3](=[O:32])[CH2:4][S:5][C:6]1[S:10][C:9]([NH:11][C:12]([N:14]([CH:25]2[CH2:30][CH2:29][CH:28]([CH3:31])[CH2:27][CH2:26]2)[CH2:15][C:16]([CH3:24])([C:18]2[CH:23]=[CH:22][CH:21]=[CH:20][CH:19]=2)[CH3:17])=[O:13])=[N:8][CH:7]=1.O[Li].O. Product: [CH3:31][C@H:28]1[CH2:29][CH2:30][C@H:25]([N:14]([CH2:15][C:16]([CH3:24])([C:18]2[CH:19]=[CH:20][CH:21]=[CH:22][CH:23]=2)[CH3:17])[C:12](=[O:13])[NH:11][C:9]2[S:10][C:6]([S:5][CH2:4][C:3]([OH:32])=[O:2])=[CH:7][N:8]=2)[CH2:26][CH2:27]1. The catalyst class is: 20. (4) Reactant: [NH2:1][C:2]1[CH:19]=[CH:18][C:5]([O:6][CH:7]2[CH2:10][N:9]([C:11]([O:13][C:14]([CH3:17])([CH3:16])[CH3:15])=[O:12])[CH2:8]2)=[CH:4][CH:3]=1.C(=O)(O[N:30]1[C:34](=O)[CH2:33][CH2:32][C:31]1=[O:36])O[N:30]1[C:34](=O)[CH2:33][CH2:32][C:31]1=[O:36].Cl.Cl.N1CC([C:44]2[CH:45]=[N:46][CH:47]=[CH:48][CH:49]=2)C1.C(N(C(C)C)CC)(C)C. The catalyst class is: 10. Product: [N:46]1[CH:47]=[CH:48][CH:49]=[C:44]([CH:33]2[CH2:34][N:30]([C:31]([NH:1][C:2]3[CH:19]=[CH:18][C:5]([O:6][CH:7]4[CH2:10][N:9]([C:11]([O:13][C:14]([CH3:15])([CH3:16])[CH3:17])=[O:12])[CH2:8]4)=[CH:4][CH:3]=3)=[O:36])[CH2:32]2)[CH:45]=1. (5) Reactant: [F:1][CH:2]1[C:7](=[O:8])[CH2:6][CH2:5][N:4]([C:9]([O:11][CH2:12][C:13]2[CH:18]=[CH:17][CH:16]=[CH:15][CH:14]=2)=[O:10])[CH2:3]1.[BH4-].[Na+]. Product: [F:1][C@H:2]1[C@@H:7]([OH:8])[CH2:6][CH2:5][N:4]([C:9]([O:11][CH2:12][C:13]2[CH:18]=[CH:17][CH:16]=[CH:15][CH:14]=2)=[O:10])[CH2:3]1. The catalyst class is: 5. (6) Reactant: CC[C@@H]([C@H](N[C:34]([CH2:36][C@H:37]([OH:70])[C@@H:38]([NH:43]C([C@@H](N(C([C@@H](NC([C@H](O)[C@H](CC)C)=O)CC(C)C)=O)C)CCC(N)=O)=O)[CH2:39][CH:40]([CH3:42])[CH3:41])=[O:35])C(NCC(N([C@@H](C(N1[C@H](C(OC)=O)CCC1)=O)CC1C=CC=CC=1)C)=O)=O)C.CC(C[C@H](NC1C([N+]([O-])=O)=CC([N+]([O-])=O)=C(F)C=1)C(N)=[O:77])C.CO.C(O)=O. Product: [NH2:43][C@H:38]([C@H:37]([CH2:36][C:34](=[O:35])[OH:77])[OH:70])[CH2:39][CH:40]([CH3:42])[CH3:41]. The catalyst class is: 6. (7) Reactant: [S:1]1[CH:5]=[CH:4][C:3]2[C:6](=O)[C:7]3[S:8][CH:9]=[CH:10][C:11]=3[C:12](=O)[C:2]1=2.[C:15]1([CH3:23])[CH:20]=[CH:19][CH:18]=[C:17]([Mg]Br)[CH:16]=1.Cl.[Sn](Cl)Cl. Product: [C:15]1([CH3:23])[CH:20]=[CH:19][CH:18]=[C:17]([C:6]2[C:7]3[S:8][CH:9]=[CH:10][C:11]=3[C:12]([C:12]3[CH:2]=[C:3]([CH3:4])[CH:6]=[CH:7][CH:11]=3)=[C:2]3[S:1][CH:5]=[CH:4][C:3]=23)[CH:16]=1. The catalyst class is: 7.